Dataset: Reaction yield outcomes from USPTO patents with 853,638 reactions. Task: Predict the reaction yield, written as a fraction of the theoretical maximum amount of product (1.0 means a 100% yield; for example, 0.34 means a 34% yield). (1) The reactants are [OH:1][C:2]1[CH:3]=[C:4]([CH:8]=[CH:9][C:10]=1[OH:11])[C:5]([OH:7])=O.[CH3:12][CH2:13][CH2:14][CH:15]([NH2:19])[CH2:16][CH2:17][CH3:18]. No catalyst specified. The product is [CH3:12][CH2:13][CH2:14][CH:15]([NH:19][C:5](=[O:7])[C:4]1[CH:8]=[CH:9][C:10]([OH:11])=[C:2]([OH:1])[CH:3]=1)[CH2:16][CH2:17][CH3:18]. The yield is 0.250. (2) The reactants are O[C:2]1[CH:3]=[C:4]([NH:8][C:9]2[N:14]=[C:13]([NH:15][C:16]3[CH:21]=[CH:20][CH:19]=[C:18](O)[CH:17]=3)[C:12]([F:23])=[CH:11][N:10]=2)[CH:5]=[CH:6][CH:7]=1.[CH2:24]([N:31]1[CH2:36][CH2:35][N:34](C2C=CC(N)=CC=2)[CH2:33][CH2:32]1)[C:25]1[CH:30]=[CH:29][CH:28]=[CH:27][CH:26]=1.Cl[C:45]1[N:50]=[C:49](Cl)[C:48](F)=[CH:47]N=1. The yield is 0.640. The product is [CH2:49]([N:50]1[CH2:45][CH2:9][N:8]([C:7]2[CH:6]=[CH:5][C:4]([NH:8][C:9]3[N:14]=[C:13]([NH:15][C:16]4[CH:21]=[CH:20][C:19]([N:34]5[CH2:33][CH2:32][N:31]([CH2:24][C:25]6[CH:26]=[CH:27][CH:28]=[CH:29][CH:30]=6)[CH2:36][CH2:35]5)=[CH:18][CH:17]=4)[C:12]([F:23])=[CH:11][N:10]=3)=[CH:3][CH:2]=2)[CH2:4][CH2:3]1)[C:48]1[CH:47]=[CH:2][CH:7]=[CH:6][CH:5]=1. No catalyst specified. (3) The reactants are C(C1C=CC(C(OC)=O)=C(O)C=1)=O.[F:14][C:15]1[CH:24]=[C:23]([CH:25]=[O:26])[CH:22]=[C:21]([O:27]C)[C:16]=1[C:17]([O:19][CH3:20])=[O:18].[Al+3].[Cl-].[Cl-].[Cl-]. No catalyst specified. The product is [F:14][C:15]1[CH:24]=[C:23]([CH:25]=[O:26])[CH:22]=[C:21]([OH:27])[C:16]=1[C:17]([O:19][CH3:20])=[O:18]. The yield is 0.960.